From a dataset of Reaction yield outcomes from USPTO patents with 853,638 reactions. Predict the reaction yield, written as a fraction of the theoretical maximum amount of product (1.0 means a 100% yield; for example, 0.34 means a 34% yield). (1) The product is [CH2:1]([C:8]1[CH:9]=[CH:10][N:11]=[C:12]([Cl:14])[N:13]=1)[C:2]1[CH:3]=[CH:4][CH:5]=[CH:6][CH:7]=1. The reactants are [CH2:1]([C:8]1[N:13]=[C:12]([Cl:14])[N:11]=[C:10](Cl)[CH:9]=1)[C:2]1[CH:7]=[CH:6][CH:5]=[CH:4][CH:3]=1. The catalyst is N.C(OCC)(=O)C.[Zn]. The yield is 0.920. (2) The reactants are [Cl:1][C:2]1[C:7]([N+:8]([O-:10])=[O:9])=[CH:6][CH:5]=[CH:4][C:3]=1[OH:11].C([O-])([O-])=O.[K+].[K+].Cl.Cl[CH2:20][CH2:21][N:22]1[CH2:27][CH2:26][O:25][CH2:24][CH2:23]1.O. The product is [Cl:1][C:2]1[C:7]([N+:8]([O-:10])=[O:9])=[CH:6][CH:5]=[CH:4][C:3]=1[O:11][CH2:20][CH2:21][N:22]1[CH2:27][CH2:26][O:25][CH2:24][CH2:23]1. The yield is 0.870. The catalyst is CN(C=O)C. (3) The reactants are [C:1]1(C)C=CC=CC=1.[Li]C.C(=O)=O.CC(C)=O.[Cl:17][C:18]1[N:23]=[C:22]([C:24]([F:27])([F:26])[F:25])[C:21]([C:28](=[O:30])[CH3:29])=[CH:20][N:19]=1. The catalyst is CCOCC.Cl[Ti](Cl)(Cl)Cl. The product is [Cl:17][C:18]1[N:23]=[C:22]([C:24]([F:25])([F:26])[F:27])[C:21]([C:28]([OH:30])([CH3:1])[CH3:29])=[CH:20][N:19]=1. The yield is 0.860. (4) The reactants are C(N(CC)CC)C.C(O[C:12](=[O:14])[CH3:13])(=O)C.[NH:15]1[CH2:20][CH2:19][CH2:18][C@@H:17]([NH:21][C:22]2[CH:27]=[CH:26][N:25]=[C:24]([C:28]3[CH:29]=[N:30][N:31]4[CH:36]=[CH:35][C:34]([C:37]#[N:38])=[CH:33][C:32]=34)[N:23]=2)[CH2:16]1. The catalyst is CN(C)C1C=CN=CC=1.ClCCl. The product is [C:12]([N:15]1[CH2:20][CH2:19][CH2:18][C@@H:17]([NH:21][C:22]2[CH:27]=[CH:26][N:25]=[C:24]([C:28]3[CH:29]=[N:30][N:31]4[CH:36]=[CH:35][C:34]([C:37]#[N:38])=[CH:33][C:32]=34)[N:23]=2)[CH2:16]1)(=[O:14])[CH3:13]. The yield is 0.440. (5) The reactants are [NH2:1][C:2]1[C:3]([C:18]([O:20]C)=O)=[N:4][C:5]([CH:8]2[CH2:13][CH2:12][N:11]([C:14](=[O:17])[CH2:15][CH3:16])[CH2:10][CH2:9]2)=[CH:6][N:7]=1.O.[NH2:23][NH2:24]. The catalyst is CCO. The product is [NH2:1][C:2]1[C:3]([C:18]([NH:23][NH2:24])=[O:20])=[N:4][C:5]([CH:8]2[CH2:9][CH2:10][N:11]([C:14](=[O:17])[CH2:15][CH3:16])[CH2:12][CH2:13]2)=[CH:6][N:7]=1. The yield is 0.950. (6) The reactants are Br[CH2:2][C:3]1[CH:27]=[CH:26][C:6]([CH2:7][N:8]2[C:12]3[CH:13]=[CH:14][CH:15]=[CH:16][C:11]=3[N:10]([C:17]3[CH:22]=[CH:21][CH:20]=[CH:19][C:18]=3[F:23])[S:9]2(=[O:25])=[O:24])=[CH:5][CH:4]=1.[CH3:28][NH:29][CH3:30]. No catalyst specified. The product is [F:23][C:18]1[CH:19]=[CH:20][CH:21]=[CH:22][C:17]=1[N:10]1[C:11]2[CH:16]=[CH:15][CH:14]=[CH:13][C:12]=2[N:8]([CH2:7][C:6]2[CH:26]=[CH:27][C:3]([CH2:2][N:29]([CH3:30])[CH3:28])=[CH:4][CH:5]=2)[S:9]1(=[O:24])=[O:25]. The yield is 0.920.